From a dataset of Peptide-MHC class II binding affinity with 134,281 pairs from IEDB. Regression. Given a peptide amino acid sequence and an MHC pseudo amino acid sequence, predict their binding affinity value. This is MHC class II binding data. (1) The peptide sequence is VVVHITDDNEEPIAA. The MHC is DRB1_0405 with pseudo-sequence DRB1_0405. The binding affinity (normalized) is 0.410. (2) The peptide sequence is LTILIRTGLLVISGL. The MHC is DRB1_1302 with pseudo-sequence DRB1_1302. The binding affinity (normalized) is 0.324.